This data is from Full USPTO retrosynthesis dataset with 1.9M reactions from patents (1976-2016). The task is: Predict the reactants needed to synthesize the given product. (1) Given the product [CH3:2][O:3][C:4](=[O:11])[C@@H:5]([N:6]1[CH2:27][C:26]([O:29][C:30]2[CH:35]=[C:34]([CH3:36])[CH:33]=[CH:32][C:31]=2[F:37])=[CH:25][C:24]1=[O:23])[CH2:7][CH:8]([CH3:10])[CH3:9], predict the reactants needed to synthesize it. The reactants are: Cl.[CH3:2][O:3][C:4](=[O:11])[C@H:5]([CH2:7][CH:8]([CH3:10])[CH3:9])[NH2:6].C(N(CC)C(C)C)(C)C.C([O:23][C:24](=O)/[CH:25]=[C:26](/[O:29][C:30]1[CH:35]=[C:34]([CH3:36])[CH:33]=[CH:32][C:31]=1[F:37])\[CH2:27]Br)C. (2) Given the product [NH:3]1[C:4]2[CH:9]=[CH:8][CH:7]=[CH:6][C:5]=2[N:1]=[C:2]1[C:10]1[C:14]([NH:15][C:17]([C:19]([CH3:26])([CH3:25])[CH2:20][O:21][C:22](=[O:24])[CH3:23])=[O:18])=[CH:13][NH:12][N:11]=1, predict the reactants needed to synthesize it. The reactants are: [NH:1]1[C:5]2[CH:6]=[CH:7][CH:8]=[CH:9][C:4]=2[N:3]=[C:2]1[C:10]1[C:14]([NH2:15])=[CH:13][NH:12][N:11]=1.Cl[C:17]([C:19]([CH3:26])([CH3:25])[CH2:20][O:21][C:22](=[O:24])[CH3:23])=[O:18].N1C2C=CC=CC=2N=C1C1C(NC(=O)C(C)C)=CNN=1. (3) Given the product [Si:15]([O:14][C:11]1[CH:12]=[CH:13][C:8]([C:6]2[N:7]=[C:2]([C:29]([C:23]3[CH:28]=[CH:27][CH:26]=[CH:25][CH:24]=3)=[CH2:30])[C:3]([NH2:22])=[N:4][CH:5]=2)=[CH:9][CH:10]=1)([C:18]([CH3:21])([CH3:20])[CH3:19])([CH3:17])[CH3:16], predict the reactants needed to synthesize it. The reactants are: Br[C:2]1[C:3]([NH2:22])=[N:4][CH:5]=[C:6]([C:8]2[CH:13]=[CH:12][C:11]([O:14][Si:15]([C:18]([CH3:21])([CH3:20])[CH3:19])([CH3:17])[CH3:16])=[CH:10][CH:9]=2)[N:7]=1.[C:23]1([C:29](B(O)O)=[CH2:30])[CH:28]=[CH:27][CH:26]=[CH:25][CH:24]=1.C([O-])([O-])=O.[Na+].[Na+].O. (4) Given the product [F:20][C:2]([F:1])([F:21])[C:3]1[N:4]=[C:5]([NH:8][C:9]2[CH:10]=[CH:11][C:12]([C@H:15]([CH3:19])[C:16]([NH:39][C@H:38]([CH3:40])[C:37]([O:36][CH3:35])=[O:41])=[O:18])=[CH:13][CH:14]=2)[S:6][CH:7]=1, predict the reactants needed to synthesize it. The reactants are: [F:1][C:2]([F:21])([F:20])[C:3]1[N:4]=[C:5]([NH:8][C:9]2[CH:14]=[CH:13][C:12]([C@H:15]([CH3:19])[C:16]([OH:18])=O)=[CH:11][CH:10]=2)[S:6][CH:7]=1.C1N=CN(C(N2C=NC=C2)=O)C=1.Cl.[CH3:35][O:36][C:37](=[O:41])[C@@H:38]([CH3:40])[NH2:39].